Dataset: Reaction yield outcomes from USPTO patents with 853,638 reactions. Task: Predict the reaction yield, written as a fraction of the theoretical maximum amount of product (1.0 means a 100% yield; for example, 0.34 means a 34% yield). (1) The reactants are [CH2:1]([C@H:8]1[CH2:12][O:11][C:10](=[O:13])[NH:9]1)[C:2]1[CH:7]=[CH:6][CH:5]=[CH:4][CH:3]=1.C([Li])CCC.[O:19]1[CH2:24][CH2:23][CH2:22][CH2:21][CH:20]1[C:25](Cl)=[O:26].[NH4+].[Cl-]. The catalyst is C1COCC1. The product is [CH2:1]([C@H:8]1[CH2:12][O:11][C:10](=[O:13])[N:9]1[C:25]([C@@H:20]1[CH2:21][CH2:22][CH2:23][CH2:24][O:19]1)=[O:26])[C:2]1[CH:3]=[CH:4][CH:5]=[CH:6][CH:7]=1.[CH2:1]([C@H:8]1[CH2:12][O:11][C:10](=[O:13])[N:9]1[C:25]([C@H:20]1[CH2:21][CH2:22][CH2:23][CH2:24][O:19]1)=[O:26])[C:2]1[CH:3]=[CH:4][CH:5]=[CH:6][CH:7]=1. The yield is 0.220. (2) The reactants are Br[C:2]1[CH:3]=[N:4][C:5]([NH:8][CH2:9][CH2:10][N:11]2[CH2:16][CH2:15][O:14][CH2:13][CH2:12]2)=[N:6][CH:7]=1.[C:17]([C:19]1[CH:20]=[C:21]([NH2:26])[CH:22]=[N:23][C:24]=1[CH3:25])#[CH:18].N1CCCCC1. The catalyst is O.C(Cl)Cl.Cl[Pd](Cl)([P](C1C=CC=CC=1)(C1C=CC=CC=1)C1C=CC=CC=1)[P](C1C=CC=CC=1)(C1C=CC=CC=1)C1C=CC=CC=1.C1(P(C2C=CC=CC=2)C2C=CC=CC=2)C=CC=CC=1. The product is [NH2:26][C:21]1[CH:20]=[C:19]([C:17]#[C:18][C:2]2[CH:3]=[N:4][C:5]([NH:8][CH2:9][CH2:10][N:11]3[CH2:16][CH2:15][O:14][CH2:13][CH2:12]3)=[N:6][CH:7]=2)[C:24]([CH3:25])=[N:23][CH:22]=1. The yield is 0.780. (3) The reactants are [CH2:1]([C:8]1([C:21]([OH:23])=O)[CH2:20][CH:11]2[CH2:12][N:13]([C:15](=[O:19])[N:16]([CH3:18])[CH3:17])[CH2:14][CH:10]2[CH2:9]1)[C:2]1[CH:7]=[CH:6][CH:5]=[CH:4][CH:3]=1.C(N(CC)CC)C.ClC(OCC)=O.[N-:37]=[N+:38]=[N-:39].[Na+]. The catalyst is CC(C)=O.O. The product is [CH2:1]([C:8]1([C:21]([N:37]=[N+:38]=[N-:39])=[O:23])[CH2:9][CH:10]2[CH2:14][N:13]([C:15](=[O:19])[N:16]([CH3:17])[CH3:18])[CH2:12][CH:11]2[CH2:20]1)[C:2]1[CH:3]=[CH:4][CH:5]=[CH:6][CH:7]=1. The yield is 0.970. (4) The reactants are [Cl:1][C:2]1[CH:32]=[CH:31][C:5]([CH2:6][N:7]2[C:15]3[C:14](=[O:16])[NH:13][C:12](=[O:17])[N:11]([CH3:18])[C:10]=3[N:9]=[C:8]2[O:19][C:20]2[CH:25]=[CH:24][CH:23]=[C:22]([O:26][C:27]([F:30])([F:29])[F:28])[CH:21]=2)=[CH:4][CH:3]=1.CS([O:37][CH2:38][C:39]1([CH2:42]O)[CH2:41][CH2:40]1)(=O)=O.C(=O)([O-])[O-].[K+].[K+]. The catalyst is CN(C=O)C.CCCC[N+](CCCC)(CCCC)CCCC.[I-]. The product is [Cl:1][C:2]1[CH:3]=[CH:4][C:5]([CH2:6][N:7]2[C:15]3[C:14](=[O:16])[N:13]([CH2:42][C:39]4([CH2:38][OH:37])[CH2:41][CH2:40]4)[C:12](=[O:17])[N:11]([CH3:18])[C:10]=3[N:9]=[C:8]2[O:19][C:20]2[CH:25]=[CH:24][CH:23]=[C:22]([O:26][C:27]([F:30])([F:28])[F:29])[CH:21]=2)=[CH:31][CH:32]=1. The yield is 0.399.